Regression. Given two drug SMILES strings and cell line genomic features, predict the synergy score measuring deviation from expected non-interaction effect. From a dataset of NCI-60 drug combinations with 297,098 pairs across 59 cell lines. (1) Drug 1: CC=C1C(=O)NC(C(=O)OC2CC(=O)NC(C(=O)NC(CSSCCC=C2)C(=O)N1)C(C)C)C(C)C. Drug 2: CC1=C(C(=O)C2=C(C1=O)N3CC4C(C3(C2COC(=O)N)OC)N4)N. Cell line: HT29. Synergy scores: CSS=68.9, Synergy_ZIP=1.42, Synergy_Bliss=2.33, Synergy_Loewe=0.444, Synergy_HSA=1.54. (2) Drug 1: CNC(=O)C1=CC=CC=C1SC2=CC3=C(C=C2)C(=NN3)C=CC4=CC=CC=N4. Drug 2: C1CCC(CC1)NC(=O)N(CCCl)N=O. Cell line: SF-539. Synergy scores: CSS=29.6, Synergy_ZIP=-6.40, Synergy_Bliss=-0.126, Synergy_Loewe=1.00, Synergy_HSA=2.15. (3) Drug 1: C1=NC2=C(N1)C(=S)N=C(N2)N. Drug 2: C1CCC(C(C1)N)N.C(=O)(C(=O)[O-])[O-].[Pt+4]. Cell line: UO-31. Synergy scores: CSS=19.3, Synergy_ZIP=-7.48, Synergy_Bliss=-6.90, Synergy_Loewe=-6.71, Synergy_HSA=-4.28. (4) Drug 1: CC12CCC3C(C1CCC2=O)CC(=C)C4=CC(=O)C=CC34C. Drug 2: C1=NNC2=C1C(=O)NC=N2. Cell line: UO-31. Synergy scores: CSS=42.3, Synergy_ZIP=-2.21, Synergy_Bliss=2.37, Synergy_Loewe=2.91, Synergy_HSA=3.01.